Predict the product of the given reaction. From a dataset of Forward reaction prediction with 1.9M reactions from USPTO patents (1976-2016). (1) Given the reactants [OH:1]C1C=CC(C2C=CC(O)=CC=2)=CC=1.C(O)(=O)CCCC[CH2:20][CH2:21][CH2:22][CH2:23][CH2:24][CH2:25][C:26]([OH:28])=[O:27], predict the reaction product. The product is: [OH:1][C:22]1[CH:21]=[CH:20][C:25]([C:26]([OH:28])=[O:27])=[CH:24][CH:23]=1. (2) Given the reactants [CH:1]([OH:3])=[O:2].[CH:4]([C:7]1[CH:12]=[CH:11][CH:10]=[CH:9][C:8]=1[N:13]1[CH2:18][CH2:17][N:16]([CH2:19][CH2:20][CH:21]2[C:25]3([CH2:30]CCC[CH2:26]3)[CH2:24][C:23](=[O:31])[O:22]2)[CH2:15][CH2:14]1)([CH3:6])[CH3:5].CC1C=CC(S(OCCC2C(C)(C)CC(=O)O2)(=O)=O)=CC=1.CC1C=CC(S(OCCC2C3(CCCCC3)CC(=O)O2)(=O)=O)=CC=1, predict the reaction product. The product is: [CH:1]([OH:3])=[O:2].[CH:4]([C:7]1[CH:12]=[CH:11][CH:10]=[CH:9][C:8]=1[N:13]1[CH2:14][CH2:15][N:16]([CH2:19][CH2:20][CH:21]2[O:22][C:23](=[O:31])[CH2:24][C:25]2([CH3:30])[CH3:26])[CH2:17][CH2:18]1)([CH3:6])[CH3:5].